Regression. Given two drug SMILES strings and cell line genomic features, predict the synergy score measuring deviation from expected non-interaction effect. From a dataset of NCI-60 drug combinations with 297,098 pairs across 59 cell lines. Cell line: UACC-257. Drug 1: CC1=C(C=C(C=C1)NC2=NC=CC(=N2)N(C)C3=CC4=NN(C(=C4C=C3)C)C)S(=O)(=O)N.Cl. Synergy scores: CSS=-6.62, Synergy_ZIP=1.87, Synergy_Bliss=-2.69, Synergy_Loewe=-6.62, Synergy_HSA=-6.31. Drug 2: CN(CCCl)CCCl.Cl.